Dataset: Reaction yield outcomes from USPTO patents with 853,638 reactions. Task: Predict the reaction yield, written as a fraction of the theoretical maximum amount of product (1.0 means a 100% yield; for example, 0.34 means a 34% yield). (1) The reactants are C1(C(C2C=CC=CC=2)[N:8]2[C:16]3[C:11](=[CH:12][CH:13]=[CH:14][CH:15]=3)[C:10]3([CH2:20][O:19][C:18]4[CH:21]=[C:22]5[C:26](=[CH:27][C:17]3=4)[C:25]([CH3:29])([CH3:28])[CH2:24][O:23]5)[C:9]2=[O:30])C=CC=CC=1.[H][H]. The catalyst is CO.[Pd]. The product is [CH3:28][C:25]1([CH3:29])[CH2:24][O:23][C:22]2=[CH:21][C:18]3[O:19][CH2:20][C:10]4([C:17]=3[CH:27]=[C:26]12)[C:11]1[C:16](=[CH:15][CH:14]=[CH:13][CH:12]=1)[NH:8][C:9]4=[O:30]. The yield is 0.680. (2) The reactants are Br[C:2]1[CH:8]=[CH:7][C:5]([NH2:6])=[C:4]([Cl:9])[CH:3]=1.[CH3:10][O-:11].[Na+].Cl. The catalyst is CO.[Cu](I)I. The product is [Cl:9][C:4]1[CH:3]=[C:2]([O:11][CH3:10])[CH:8]=[CH:7][C:5]=1[NH2:6]. The yield is 0.410. (3) The reactants are [CH3:1][C:2]1[CH:7]=[CH:6][C:5]([NH:8][C:9](=[O:23])[C:10]2[CH:15]=[CH:14][C:13]([CH2:16][N:17]3[CH2:22][CH2:21][NH:20][CH2:19][CH2:18]3)=[CH:12][CH:11]=2)=[CH:4][C:3]=1[NH:24][C:25]1[N:30]=[C:29]([C:31]2[CH:32]=[N:33][CH:34]=[CH:35][CH:36]=2)[CH:28]=[CH:27][N:26]=1.Br[CH2:38][CH2:39][P:40](=[O:47])([O:44][CH2:45][CH3:46])[O:41][CH2:42][CH3:43].C([O-])([O-])=O.[K+].[K+]. The catalyst is CN(C=O)C. The product is [CH2:42]([O:41][P:40]([CH2:39][CH2:38][N:20]1[CH2:19][CH2:18][N:17]([CH2:16][C:13]2[CH:12]=[CH:11][C:10]([C:9](=[O:23])[NH:8][C:5]3[CH:6]=[CH:7][C:2]([CH3:1])=[C:3]([NH:24][C:25]4[N:30]=[C:29]([C:31]5[CH:32]=[N:33][CH:34]=[CH:35][CH:36]=5)[CH:28]=[CH:27][N:26]=4)[CH:4]=3)=[CH:15][CH:14]=2)[CH2:22][CH2:21]1)(=[O:47])[O:44][CH2:45][CH3:46])[CH3:43]. The yield is 0.550. (4) The reactants are [CH3:1][O:2][CH2:3][CH2:4][NH:5][CH2:6][CH2:7][O:8][CH3:9].[O-:10][N+:11]1[C:16]2[CH:17]=[C:18]3[C:22](=[CH:23][C:15]=2[N:14]=[C:13]([CH2:24][CH2:25][CH:26]=O)[N:12]=1)[CH2:21][CH2:20][CH2:19]3.[BH3-]C#N.[Na+].CC(O)=O. The catalyst is CO. The product is [CH3:1][O:2][CH2:3][CH2:4][N:5]([CH2:6][CH2:7][O:8][CH3:9])[CH2:26][CH2:25][CH2:24][C:13]1[N:12]=[N+:11]([O-:10])[C:16]2[CH:17]=[C:18]3[C:22]([CH2:21][CH2:20][CH2:19]3)=[CH:23][C:15]=2[N:14]=1. The yield is 0.500. (5) The reactants are [CH2:1]([O:3][C:4]([C:6]1[S:10][C:9]([NH2:11])=[N:8][C:7]=1[CH3:12])=[O:5])[CH3:2].[CH3:13][S:14](Cl)(=[O:16])=[O:15]. The catalyst is ClCCl.N1C=CC=CC=1. The product is [CH2:1]([O:3][C:4]([C:6]1[S:10][C:9]([NH:11][S:14]([CH3:13])(=[O:16])=[O:15])=[N:8][C:7]=1[CH3:12])=[O:5])[CH3:2]. The yield is 0.870.